Dataset: Reaction yield outcomes from USPTO patents with 853,638 reactions. Task: Predict the reaction yield, written as a fraction of the theoretical maximum amount of product (1.0 means a 100% yield; for example, 0.34 means a 34% yield). (1) The reactants are CO[C:3]1[N:8]=[CH:7][C:6]([C:9]2[N:10]=[C:11]3[C:16](=[CH:17][CH:18]=2)[N:15]=[CH:14][C:13]2[CH:19]=[CH:20][C:21](=[O:46])[N:22]([C:23]4[CH:28]=[CH:27][C:26]([N:29]5[CH2:34][CH2:33][N:32]([C:35]([O:37][C:38]([CH3:41])([CH3:40])[CH3:39])=[O:36])[CH2:31][CH2:30]5)=[C:25]([C:42]([F:45])([F:44])[F:43])[CH:24]=4)[C:12]3=2)=[CH:5][CH:4]=1.CC1(C)C(C)(C)OB(C2C=CC(N)=[N:59]C=2)O1.C(=O)([O-])[O-].[Na+].[Na+]. The catalyst is C1(C)C=CC=CC=1.C(O)C.C1(P(C2C=CC=CC=2)C2C=CC=CC=2)C=CC=CC=1.C1(P(C2C=CC=CC=2)C2C=CC=CC=2)C=CC=CC=1.C1(P(C2C=CC=CC=2)C2C=CC=CC=2)C=CC=CC=1.C1(P(C2C=CC=CC=2)C2C=CC=CC=2)C=CC=CC=1.[Pd]. The product is [NH2:59][C:3]1[N:8]=[CH:7][C:6]([C:9]2[N:10]=[C:11]3[C:16](=[CH:17][CH:18]=2)[N:15]=[CH:14][C:13]2[CH:19]=[CH:20][C:21](=[O:46])[N:22]([C:23]4[CH:28]=[CH:27][C:26]([N:29]5[CH2:34][CH2:33][N:32]([C:35]([O:37][C:38]([CH3:40])([CH3:39])[CH3:41])=[O:36])[CH2:31][CH2:30]5)=[C:25]([C:42]([F:45])([F:44])[F:43])[CH:24]=4)[C:12]3=2)=[CH:5][CH:4]=1. The yield is 0.935. (2) The reactants are [S:1]1(=[O:13])(=[O:12])[C:7]2[CH:8]=[CH:9][NH:10][C:6]=2[C:5](=[O:11])[CH2:4][CH2:3][NH:2]1.Cl[CH2:15][CH2:16][CH2:17][N:18]1[CH2:23][CH2:22][N:21]([C:24]2[CH:29]=[CH:28][C:27]([F:30])=[CH:26][CH:25]=2)[CH2:20][CH2:19]1.C(=O)([O-])[O-].[K+].[K+]. The catalyst is O1CCOCC1. The product is [F:30][C:27]1[CH:26]=[CH:25][C:24]([N:21]2[CH2:20][CH2:19][N:18]([CH2:17][CH2:16][CH2:15][N:10]3[C:6]4[C:5](=[O:11])[CH2:4][CH2:3][NH:2][S:1](=[O:13])(=[O:12])[C:7]=4[CH:8]=[CH:9]3)[CH2:23][CH2:22]2)=[CH:29][CH:28]=1. The yield is 0.280. (3) The yield is 0.110. The product is [Cl:1][C:2]1[CH:7]=[CH:6][N:5]=[C:4]2[C:8]([C:11](=[O:15])[C:12]([N:28]3[CH2:27][CH2:26][C:25](=[C:22]([C:16]4[CH:21]=[CH:20][CH:19]=[CH:18][CH:17]=4)[C:23]#[N:24])[CH2:30][CH2:29]3)=[O:14])=[CH:9][NH:10][C:3]=12. The catalyst is CN(C=O)C. The reactants are [Cl:1][C:2]1[CH:7]=[CH:6][N:5]=[C:4]2[C:8]([C:11](=[O:15])[C:12]([OH:14])=O)=[CH:9][NH:10][C:3]=12.[C:16]1([C:22](=[C:25]2[CH2:30][CH2:29][NH:28][CH2:27][CH2:26]2)[C:23]#[N:24])[CH:21]=[CH:20][CH:19]=[CH:18][CH:17]=1.CCOP(ON1N=NC2C=CC=CC=2C1=O)(OCC)=O.C(N(C(C)C)C(C)C)C. (4) The reactants are C[O:2][C:3](=[O:46])[C:4]1[CH:9]=[C:8]([C:10]2[CH:11]=[C:12]3[C:18]([C:19]4[CH:20]=[CH:21][CH:22]=[C:23]5[C:27]=4[NH:26][CH:25]=[CH:24]5)=[CH:17][N:16](S(C4C=CC(C)=CC=4)(=O)=O)[C:13]3=[N:14][CH:15]=2)[CH:7]=[CH:6][C:5]=1[NH:38][C:39]([O:41][C:42]([CH3:45])([CH3:44])[CH3:43])=[O:40].[OH-].[K+].Cl. The catalyst is CO. The product is [C:42]([O:41][C:39]([NH:38][C:5]1[CH:6]=[CH:7][C:8]([C:10]2[CH:11]=[C:12]3[C:18]([C:19]4[CH:20]=[CH:21][CH:22]=[C:23]5[C:27]=4[NH:26][CH:25]=[CH:24]5)=[CH:17][NH:16][C:13]3=[N:14][CH:15]=2)=[CH:9][C:4]=1[C:3]([OH:46])=[O:2])=[O:40])([CH3:45])([CH3:43])[CH3:44]. The yield is 0.690. (5) The reactants are FC(F)(F)C(O)=O.[CH3:8][O:9][C:10]1[CH:15]=[CH:14][CH:13]=[C:12]([O:16][CH3:17])[C:11]=1[C:18]1[N:22]([CH2:23][CH:24]([CH3:26])[CH3:25])[N:21]=[C:20]([C:27]([NH:29][C@@H:30]([CH2:39][CH:40]([CH3:42])[CH3:41])[CH2:31][C:32]([O:34]C(C)(C)C)=[O:33])=[O:28])[CH:19]=1. The catalyst is C(Cl)Cl. The product is [CH3:17][O:16][C:12]1[CH:13]=[CH:14][CH:15]=[C:10]([O:9][CH3:8])[C:11]=1[C:18]1[N:22]([CH2:23][CH:24]([CH3:26])[CH3:25])[N:21]=[C:20]([C:27]([NH:29][C@@H:30]([CH2:39][CH:40]([CH3:42])[CH3:41])[CH2:31][C:32]([OH:34])=[O:33])=[O:28])[CH:19]=1. The yield is 0.860. (6) The reactants are Br[C:2]1[CH:7]=[CH:6][C:5]([NH:8][C:9]([C:11]2[NH:12][CH:13]=[C:14]([C:16]#[N:17])[N:15]=2)=[O:10])=[C:4]([C:18]2[CH2:23][CH2:22][CH2:21][CH2:20][CH:19]=2)[CH:3]=1.C([Mg]Cl)(C)C.C([Li])(C)(C)C.[CH3:34][C:35]([CH3:37])=[O:36].[NH4+].[Cl-]. The catalyst is C1COCC1.CCOC(C)=O. The product is [C:18]1([C:4]2[CH:3]=[C:2]([C:35]([OH:36])([CH3:37])[CH3:34])[CH:7]=[CH:6][C:5]=2[NH:8][C:9]([C:11]2[NH:12][CH:13]=[C:14]([C:16]#[N:17])[N:15]=2)=[O:10])[CH2:23][CH2:22][CH2:21][CH2:20][CH:19]=1. The yield is 0.680. (7) The reactants are [Cl:1][C:2]1[C:3]2[C:10]([I:11])=[CH:9][NH:8][C:4]=2[N:5]=[CH:6][N:7]=1.[C:12]([O-])([O-])=O.[Cs+].[Cs+].CI. The catalyst is CN(C=O)C. The product is [Cl:1][C:2]1[C:3]2[C:10]([I:11])=[CH:9][N:8]([CH3:12])[C:4]=2[N:5]=[CH:6][N:7]=1. The yield is 0.610. (8) The reactants are [C:1]([N:9]1[C:15]2[CH:16]=[CH:17][CH:18]=[CH:19][C:14]=2[CH2:13][N:12]([S:20]([C:23]2[CH:28]=[CH:27][C:26]([O:29][CH2:30][CH:31]=[C:32]=[CH:33]C)=[CH:25][CH:24]=2)(=[O:22])=[O:21])[CH:11]([C:35]([O:37]C)=[O:36])[CH2:10]1)(=[O:8])[C:2]1[CH:7]=[CH:6][CH:5]=[CH:4][CH:3]=1.[OH-].[Li+]. The catalyst is O.CO.O1CCCC1. The product is [C:1]([N:9]1[C:15]2[CH:16]=[CH:17][CH:18]=[CH:19][C:14]=2[CH2:13][N:12]([S:20]([C:23]2[CH:24]=[CH:25][C:26]([O:29][CH2:30][CH:31]=[C:32]=[CH2:33])=[CH:27][CH:28]=2)(=[O:22])=[O:21])[CH:11]([C:35]([OH:37])=[O:36])[CH2:10]1)(=[O:8])[C:2]1[CH:3]=[CH:4][CH:5]=[CH:6][CH:7]=1. The yield is 0.990. (9) The reactants are [F:1][C:2]([F:14])([F:13])[C:3]([NH:5][C:6]1[CH:11]=[CH:10][CH:9]=[C:8]([OH:12])[CH:7]=1)=[O:4].F[C:16]1[CH:22]=[CH:21][C:19]([NH2:20])=[CH:18][C:17]=1[N+:23]([O-:25])=[O:24].C(=O)([O-])[O-].[Cs+].[Cs+]. The catalyst is CN(C)C=O. The product is [NH2:20][C:19]1[CH:21]=[CH:22][C:16]([O:12][C:8]2[CH:7]=[C:6]([NH:5][C:3](=[O:4])[C:2]([F:13])([F:14])[F:1])[CH:11]=[CH:10][CH:9]=2)=[C:17]([N+:23]([O-:25])=[O:24])[CH:18]=1. The yield is 0.360. (10) The reactants are [I:1]I.[N+:3]([C:6]1[CH:7]=[C:8]([CH:12]=[CH:13][CH:14]=1)[C:9]([OH:11])=[O:10])([O-:5])=[O:4]. The catalyst is S(=O)(=O)(O)O. The product is [I:1][C:13]1[CH:12]=[C:8]([CH:7]=[C:6]([N+:3]([O-:5])=[O:4])[CH:14]=1)[C:9]([OH:11])=[O:10]. The yield is 0.980.